From a dataset of Forward reaction prediction with 1.9M reactions from USPTO patents (1976-2016). Predict the product of the given reaction. (1) Given the reactants [CH3:1][O:2][C:3]1[CH:4]=[C:5]2[C:10](=[CH:11][C:12]=1[O:13][CH3:14])[N:9]=[CH:8][C:7]([C:15]#[N:16])=[C:6]2[CH3:17].C(OC([NH:25][C:26]1[CH:27]=[C:28]([O:32][C:33]2[CH:34]=[N:35][CH:36]=[C:37]([CH:42]=2)[C:38](OC)=O)[CH:29]=[N:30][CH:31]=1)=O)(C)(C)C.C[Si]([N-:47][Si](C)(C)C)(C)C.[Li+].C([O-])(=O)C.[NH4+], predict the reaction product. The product is: [NH2:25][C:26]1[CH:27]=[C:28]([O:32][C:33]2[CH:42]=[C:37]([C:38]3[CH:17]=[C:6]4[C:7](=[C:15]([NH2:47])[N:16]=3)[CH:8]=[N:9][C:10]3[CH:11]=[C:12]([O:13][CH3:14])[C:3]([O:2][CH3:1])=[CH:4][C:5]4=3)[CH:36]=[N:35][CH:34]=2)[CH:29]=[N:30][CH:31]=1. (2) Given the reactants [Br:1][C:2]1[CH:3]=[CH:4][C:5]([N:10]2[CH2:14][CH2:13][CH:12]([CH2:15][C:16]([O:18][CH2:19][CH3:20])=[O:17])[CH2:11]2)=[C:6]([CH:9]=1)[CH:7]=O.C1(P(C2C=CC=CC=2)(C2C=CC=CC=2)=[C:28]([CH3:36])[C:29]([O:31][C:32]([CH3:35])([CH3:34])[CH3:33])=[O:30])C=CC=CC=1.O, predict the reaction product. The product is: [Br:1][C:2]1[CH:3]=[CH:4][C:5]([N:10]2[CH2:14][CH2:13][CH:12]([CH2:15][C:16]([O:18][CH2:19][CH3:20])=[O:17])[CH2:11]2)=[C:6](/[CH:7]=[C:28](\[CH3:36])/[C:29]([O:31][C:32]([CH3:35])([CH3:34])[CH3:33])=[O:30])[CH:9]=1. (3) Given the reactants C([N:8]1[CH2:17][C:16]2[NH:15][C:14](=[O:18])[CH:13]=[CH:12][C:11]=2[CH2:10][CH2:9]1)C1C=CC=CC=1.[F:19][C:20]([F:25])([F:24])[C:21]([OH:23])=[O:22].[H][H], predict the reaction product. The product is: [F:19][C:20]([F:25])([F:24])[C:21]([OH:23])=[O:22].[NH:15]1[C:16]2[CH2:17][NH:8][CH2:9][CH2:10][C:11]=2[CH:12]=[CH:13][C:14]1=[O:18]. (4) Given the reactants [C:1]([O:5][C:6]([C:8]1[O:9][C:10]2[CH:17]=[CH:16][CH:15]=[C:14](OS(C(F)(F)F)(=O)=O)[C:11]=2[C:12]=1[CH3:13])=[O:7])([CH3:4])([CH3:3])[CH3:2].C([O-])([O-])=O.[K+].[K+].[N:32]1[CH:37]=[CH:36][CH:35]=[C:34](B(O)O)[CH:33]=1.O, predict the reaction product. The product is: [C:1]([O:5][C:6]([C:8]1[O:9][C:10]2[CH:17]=[CH:16][CH:15]=[C:14]([C:34]3[CH:33]=[N:32][CH:37]=[CH:36][CH:35]=3)[C:11]=2[C:12]=1[CH3:13])=[O:7])([CH3:4])([CH3:3])[CH3:2]. (5) Given the reactants Cl[CH2:2]Cl.[NH2:4][C:5]([NH2:7])=[S:6].CO[C:10]([N:14]([CH3:16])[CH3:15])(OC)[CH3:11], predict the reaction product. The product is: [CH3:15][N:14]([CH3:16])[C:10](=[N:4][C:5](=[NH:7])[S:6][CH3:2])[CH3:11]. (6) Given the reactants [OH:1][B:2]1[CH:7]([NH:8][C:9](=[O:17])[CH2:10][CH2:11][C:12]2[S:16][CH:15]=[N:14][CH:13]=2)[CH2:6][C:5]2[CH:18]=[CH:19][CH:20]=[C:21]([C:22]([OH:24])=[O:23])[C:4]=2[O:3]1.[CH2:25](O)[CH3:26], predict the reaction product. The product is: [CH2:25]([O:23][C:22]([C:21]1[C:4]2[O:3][B:2]([OH:1])[C@@H:7]([NH:8][C:9](=[O:17])[CH2:10][CH2:11][C:12]3[S:16][CH:15]=[N:14][CH:13]=3)[CH2:6][C:5]=2[CH:18]=[CH:19][CH:20]=1)=[O:24])[CH3:26]. (7) Given the reactants [NH2:1][C:2]1[N:7]=[C:6]([Cl:8])[CH:5]=[C:4](Cl)[N:3]=1.Cl.[F:11][C:12]([F:26])([F:25])[C:13]1[CH:18]=[CH:17][CH:16]=[CH:15][C:14]=1[CH:19]1[CH2:24][CH2:23][NH:22][CH2:21][CH2:20]1.C(=O)([O-])[O-].[Cs+].[Cs+], predict the reaction product. The product is: [Cl:8][C:6]1[CH:5]=[C:4]([N:22]2[CH2:23][CH2:24][CH:19]([C:14]3[CH:15]=[CH:16][CH:17]=[CH:18][C:13]=3[C:12]([F:11])([F:25])[F:26])[CH2:20][CH2:21]2)[N:3]=[C:2]([NH2:1])[N:7]=1. (8) Given the reactants [Cl:1][C:2]1[CH:11]=[CH:10][C:9]2[N:8]=[CH:7][C:6]3[NH:12][C:13](=[O:26])[N:14]([C:15]4[CH:20]=[CH:19][C:18]([C:21]([CH3:25])([CH3:24])[C:22]#[N:23])=[CH:17][CH:16]=4)[C:5]=3[C:4]=2[CH:3]=1.[C:27]([O-])(=[O:29])[CH3:28].[Na+].O, predict the reaction product. The product is: [C:27]([N:12]1[C:6]2[CH:7]=[N:8][C:9]3[CH:10]=[CH:11][C:2]([Cl:1])=[CH:3][C:4]=3[C:5]=2[N:14]([C:15]2[CH:20]=[CH:19][C:18]([C:21]([CH3:24])([CH3:25])[C:22]#[N:23])=[CH:17][CH:16]=2)[C:13]1=[O:26])(=[O:29])[CH3:28]. (9) Given the reactants [CH3:1][N:2]1[C:6]([N:7]2[CH2:13][CH2:12][CH2:11][C:10]([C:15]([F:18])([F:17])[F:16])([OH:14])[CH2:9][CH2:8]2)=[C:5]([N+:19]([O-])=O)[CH:4]=[N:3]1.C(OC([NH:29][C:30]1[S:34][C:33]([C:35]2[C:40]([F:41])=[CH:39][CH:38]=[CH:37][C:36]=2[F:42])=[N:32][C:31]=1[C:43](O)=[O:44])=O)(C)(C)C, predict the reaction product. The product is: [NH2:29][C:30]1[S:34][C:33]([C:35]2[C:40]([F:41])=[CH:39][CH:38]=[CH:37][C:36]=2[F:42])=[N:32][C:31]=1[C:43]([NH:19][C:5]1[CH:4]=[N:3][N:2]([CH3:1])[C:6]=1[N:7]1[CH2:13][CH2:12][CH2:11][C:10]([OH:14])([C:15]([F:18])([F:17])[F:16])[CH2:9][CH2:8]1)=[O:44].